From a dataset of Catalyst prediction with 721,799 reactions and 888 catalyst types from USPTO. Predict which catalyst facilitates the given reaction. (1) The catalyst class is: 62. Reactant: [CH3:1][C:2]1[N:3]=[C:4]([C:12]2[CH:17]=[CH:16][CH:15]=[C:14]([C:18]([F:21])([F:20])[F:19])[CH:13]=2)[N:5]2[C:10]=1[CH:9]=[N:8][C:7]([NH2:11])=[N:6]2.Br[C:23]1[CH:24]=[C:25]([NH:29][C:30](=[O:32])[CH3:31])[CH:26]=[CH:27][CH:28]=1.C(P(C(C)(C)C)C1C=CC=CC=1C1C=CC=CC=1)(C)(C)C.CC([O-])(C)C.[Na+]. Product: [CH3:1][C:2]1[N:3]=[C:4]([C:12]2[CH:17]=[CH:16][CH:15]=[C:14]([C:18]([F:21])([F:19])[F:20])[CH:13]=2)[N:5]2[C:10]=1[CH:9]=[N:8][C:7]([NH:11][C:23]1[CH:24]=[C:25]([NH:29][C:30](=[O:32])[CH3:31])[CH:26]=[CH:27][CH:28]=1)=[N:6]2. (2) Reactant: [C:1]1([CH2:7][NH:8][C:9]([CH:11]([C:17]([O:19]CC)=O)[C:12]([O:14][CH2:15][CH3:16])=[O:13])=[O:10])[CH:6]=[CH:5][CH:4]=[CH:3][CH:2]=1.[H-].[Na+].[N+:24]([C:27]1[CH:32]=[CH:31][CH:30]=[CH:29][C:28]=1[N:33]=[C:34]=[O:35])([O-:26])=[O:25]. Product: [OH:19][C:17]1[N:33]([C:28]2[CH:29]=[CH:30][CH:31]=[CH:32][C:27]=2[N+:24]([O-:26])=[O:25])[C:34](=[O:35])[N:8]([CH2:7][C:1]2[CH:2]=[CH:3][CH:4]=[CH:5][CH:6]=2)[C:9](=[O:10])[C:11]=1[C:12]([O:14][CH2:15][CH3:16])=[O:13]. The catalyst class is: 346. (3) Reactant: [Li+].[OH-:2].OO.C([C@@H]1COC(=O)N1C([CH:20]1[CH2:22][CH:21]1[C:23]1[CH:28]=[C:27]([F:29])[C:26]([O:30][CH2:31][C:32]2[CH:37]=[CH:36][CH:35]=[CH:34][CH:33]=2)=[C:25]([F:38])[CH:24]=1)=O)C1C=CC=CC=1.[O-]S([O-])=O.[Na+].[Na+].C1[CH2:49][O:48]CC1.O. Product: [CH2:31]([O:30][C:26]1[C:27]([F:29])=[CH:28][C:23]([CH:21]2[CH2:22][CH:20]2[C:49]([OH:48])=[O:2])=[CH:24][C:25]=1[F:38])[C:32]1[CH:33]=[CH:34][CH:35]=[CH:36][CH:37]=1. The catalyst class is: 6. (4) Reactant: OC1C=C(SCCCC(O)=O)C=CC=1.[OH:15][C:16]1[CH:21]=[CH:20][C:19]([SH:22])=[CH:18][CH:17]=1.C(=O)([O-])[O-].[K+].[K+].Br[CH2:30][CH2:31][CH2:32][CH2:33][CH2:34][CH2:35][CH2:36][CH2:37][CH2:38][C:39]([O:41]CC)=[O:40].[OH-].[Na+]. Product: [OH:15][C:16]1[CH:21]=[CH:20][C:19]([S:22][CH2:30][CH2:31][CH2:32][CH2:33][CH2:34][CH2:35][CH2:36][CH2:37][CH2:38][C:39]([OH:41])=[O:40])=[CH:18][CH:17]=1. The catalyst class is: 97. (5) Reactant: [NH:1]1[C:9]2[C:4](=[CH:5][CH:6]=[CH:7][CH:8]=2)[C:3]([CH:10]=O)=[N:2]1.[NH2:12][C:13]1[CH:14]=[C:15]([CH:20]=[CH:21][C:22]=1[NH2:23])[C:16]([O:18][CH3:19])=[O:17]. Product: [NH:1]1[C:9]2[C:4](=[CH:5][CH:6]=[CH:7][CH:8]=2)[C:3]([C:10]2[NH:12][C:13]3[CH:14]=[C:15]([C:16]([O:18][CH3:19])=[O:17])[CH:20]=[CH:21][C:22]=3[N:23]=2)=[N:2]1. The catalyst class is: 641. (6) Reactant: [Cl:1][C:2]1[CH:3]=[C:4]([NH:9][CH2:10][C:11]([N:13]2[CH2:18][CH2:17][CH:16]([CH3:19])[CH:15]([NH:20]C(=O)OC(C)(C)C)[CH2:14]2)=[O:12])[CH:5]=[C:6]([Cl:8])[CH:7]=1.Cl. Product: [NH2:20][CH:15]1[CH:16]([CH3:19])[CH2:17][CH2:18][N:13]([C:11](=[O:12])[CH2:10][NH:9][C:4]2[CH:5]=[C:6]([Cl:8])[CH:7]=[C:2]([Cl:1])[CH:3]=2)[CH2:14]1. The catalyst class is: 12.